Dataset: Catalyst prediction with 721,799 reactions and 888 catalyst types from USPTO. Task: Predict which catalyst facilitates the given reaction. (1) Reactant: [C:1]([O:5][C:6]([NH:8][C:9]1([C:13]2[CH:18]=[CH:17][C:16]([C:19]3[N:24]=[C:23]([N:25]([CH3:31])[CH2:26][C:27]([O:29]C)=O)[C:22]([N+:32]([O-])=O)=[CH:21][C:20]=3[C:35]3[CH:40]=[CH:39][CH:38]=[CH:37][CH:36]=3)=[CH:15][CH:14]=2)[CH2:12][CH2:11][CH2:10]1)=[O:7])([CH3:4])([CH3:3])[CH3:2].[H][H]. Product: [C:1]([O:5][C:6](=[O:7])[NH:8][C:9]1([C:13]2[CH:14]=[CH:15][C:16]([C:19]3[C:20]([C:35]4[CH:40]=[CH:39][CH:38]=[CH:37][CH:36]=4)=[CH:21][C:22]4[NH:32][C:27](=[O:29])[CH2:26][N:25]([CH3:31])[C:23]=4[N:24]=3)=[CH:17][CH:18]=2)[CH2:10][CH2:11][CH2:12]1)([CH3:2])([CH3:3])[CH3:4]. The catalyst class is: 354. (2) Reactant: [F:1][C:2]([F:17])([F:16])[CH2:3][NH:4][C:5]1[C:10]([NH2:11])=[CH:9][C:8]([C:12]([F:15])([F:14])[F:13])=[CH:7][N:6]=1.[CH2:18]([S:20][C:21]1[C:22]([C:27](O)=[O:28])=[N:23][CH:24]=[CH:25][CH:26]=1)[CH3:19].CCN=C=NCCCN(C)C.Cl.C1C=CC2N(O)N=NC=2C=1.C(O)(=O)CC(CC(O)=O)(C(O)=O)O. Product: [F:17][C:2]([F:1])([F:16])[CH2:3][NH:4][C:5]1[C:10]([NH:11][C:27]([C:22]2[C:21]([S:20][CH2:18][CH3:19])=[CH:26][CH:25]=[CH:24][N:23]=2)=[O:28])=[CH:9][C:8]([C:12]([F:13])([F:14])[F:15])=[CH:7][N:6]=1. The catalyst class is: 17.